Dataset: Reaction yield outcomes from USPTO patents with 853,638 reactions. Task: Predict the reaction yield, written as a fraction of the theoretical maximum amount of product (1.0 means a 100% yield; for example, 0.34 means a 34% yield). The reactants are Cl[CH2:2][CH2:3][CH2:4][C:5]([NH:7][C@@H:8]([C:10]1[N:11]([CH3:22])[CH:12]=[C:13]([C:15]2[CH:20]=[CH:19][C:18]([I:21])=[CH:17][CH:16]=2)[N:14]=1)[CH3:9])=[O:6].C1COCC1.CC(C)([O-])C.[K+].CCOC(C)=O. The catalyst is O. The product is [I:21][C:18]1[CH:19]=[CH:20][C:15]([C:13]2[N:14]=[C:10]([C@H:8]([N:7]3[CH2:2][CH2:3][CH2:4][C:5]3=[O:6])[CH3:9])[N:11]([CH3:22])[CH:12]=2)=[CH:16][CH:17]=1. The yield is 0.860.